From a dataset of NCI-60 drug combinations with 297,098 pairs across 59 cell lines. Regression. Given two drug SMILES strings and cell line genomic features, predict the synergy score measuring deviation from expected non-interaction effect. (1) Cell line: SK-MEL-28. Drug 1: CC1OCC2C(O1)C(C(C(O2)OC3C4COC(=O)C4C(C5=CC6=C(C=C35)OCO6)C7=CC(=C(C(=C7)OC)O)OC)O)O. Synergy scores: CSS=27.0, Synergy_ZIP=-2.63, Synergy_Bliss=0.999, Synergy_Loewe=-0.332, Synergy_HSA=2.68. Drug 2: C1=C(C(=O)NC(=O)N1)N(CCCl)CCCl. (2) Drug 1: CC1=C(C=C(C=C1)C(=O)NC2=CC(=CC(=C2)C(F)(F)F)N3C=C(N=C3)C)NC4=NC=CC(=N4)C5=CN=CC=C5. Drug 2: CC1CCC2CC(C(=CC=CC=CC(CC(C(=O)C(C(C(=CC(C(=O)CC(OC(=O)C3CCCCN3C(=O)C(=O)C1(O2)O)C(C)CC4CCC(C(C4)OC)O)C)C)O)OC)C)C)C)OC. Cell line: SK-MEL-5. Synergy scores: CSS=12.7, Synergy_ZIP=-1.10, Synergy_Bliss=0.315, Synergy_Loewe=-0.614, Synergy_HSA=0.807. (3) Drug 1: C1=CC=C(C=C1)NC(=O)CCCCCCC(=O)NO. Drug 2: C#CCC(CC1=CN=C2C(=N1)C(=NC(=N2)N)N)C3=CC=C(C=C3)C(=O)NC(CCC(=O)O)C(=O)O. Cell line: RPMI-8226. Synergy scores: CSS=75.7, Synergy_ZIP=5.04, Synergy_Bliss=2.83, Synergy_Loewe=-17.9, Synergy_HSA=0.601. (4) Synergy scores: CSS=-3.76, Synergy_ZIP=3.14, Synergy_Bliss=2.30, Synergy_Loewe=-6.59, Synergy_HSA=-7.06. Cell line: SK-OV-3. Drug 2: C1CC(=O)NC(=O)C1N2C(=O)C3=CC=CC=C3C2=O. Drug 1: C#CCC(CC1=CN=C2C(=N1)C(=NC(=N2)N)N)C3=CC=C(C=C3)C(=O)NC(CCC(=O)O)C(=O)O. (5) Drug 1: CN(CCCl)CCCl.Cl. Drug 2: COC1=C2C(=CC3=C1OC=C3)C=CC(=O)O2. Cell line: MALME-3M. Synergy scores: CSS=12.2, Synergy_ZIP=-4.25, Synergy_Bliss=-1.45, Synergy_Loewe=-8.77, Synergy_HSA=-1.95. (6) Drug 1: CCC(=C(C1=CC=CC=C1)C2=CC=C(C=C2)OCCN(C)C)C3=CC=CC=C3.C(C(=O)O)C(CC(=O)O)(C(=O)O)O. Drug 2: CC(C)CN1C=NC2=C1C3=CC=CC=C3N=C2N. Cell line: SN12C. Synergy scores: CSS=9.99, Synergy_ZIP=-3.25, Synergy_Bliss=-0.438, Synergy_Loewe=1.71, Synergy_HSA=0.811. (7) Drug 1: CCC1(CC2CC(C3=C(CCN(C2)C1)C4=CC=CC=C4N3)(C5=C(C=C6C(=C5)C78CCN9C7C(C=CC9)(C(C(C8N6C=O)(C(=O)OC)O)OC(=O)C)CC)OC)C(=O)OC)O.OS(=O)(=O)O. Drug 2: CC1CCC2CC(C(=CC=CC=CC(CC(C(=O)C(C(C(=CC(C(=O)CC(OC(=O)C3CCCCN3C(=O)C(=O)C1(O2)O)C(C)CC4CCC(C(C4)OC)O)C)C)O)OC)C)C)C)OC. Cell line: 786-0. Synergy scores: CSS=27.5, Synergy_ZIP=3.89, Synergy_Bliss=10.6, Synergy_Loewe=0.306, Synergy_HSA=4.55.